This data is from Full USPTO retrosynthesis dataset with 1.9M reactions from patents (1976-2016). The task is: Predict the reactants needed to synthesize the given product. Given the product [F:9][C:10]1[CH:11]=[CH:12][C:13]2[C:17]([CH:18]=1)=[N:16][N:15]([C:2]1[CH:7]=[CH:6][C:5]([OH:8])=[CH:4][CH:3]=1)[CH:14]=2, predict the reactants needed to synthesize it. The reactants are: Br[C:2]1[CH:7]=[CH:6][C:5]([OH:8])=[CH:4][CH:3]=1.[F:9][C:10]1[CH:18]=[C:17]2[C:13]([CH:14]=[N:15][NH:16]2)=[CH:12][CH:11]=1.[O-]P([O-])([O-])=O.[K+].[K+].[K+].CNCCNC.